Predict the reaction yield, written as a fraction of the theoretical maximum amount of product (1.0 means a 100% yield; for example, 0.34 means a 34% yield). From a dataset of Reaction yield outcomes from USPTO patents with 853,638 reactions. (1) The reactants are [N:1]1[CH:6]=[CH:5][CH:4]=[CH:3][C:2]=1[C:7]1([OH:15])[CH2:13][CH:12]2[NH:14][CH:9]([CH2:10][CH2:11]2)[CH2:8]1.[CH3:16][O:17][C:18]1[C:23]2[O:24][C@H:25]([CH2:28]OS(C3C=CC(C)=CC=3)(=O)=O)[CH2:26][O:27][C:22]=2[CH:21]=[CH:20][CH:19]=1. No catalyst specified. The product is [CH3:16][O:17][C:18]1[C:23]2[O:24][C@@H:25]([CH2:28][N:14]3[CH:12]4[CH2:11][CH2:10][CH:9]3[CH2:8][C:7]([C:2]3[CH:3]=[CH:4][CH:5]=[CH:6][N:1]=3)([OH:15])[CH2:13]4)[CH2:26][O:27][C:22]=2[CH:21]=[CH:20][CH:19]=1. The yield is 0.700. (2) The reactants are Cl[C:2]1[N:3]=[C:4]([OH:12])[C:5]2[CH:11]=[CH:10][N:9]=[CH:8][C:6]=2[N:7]=1.[CH:13]([C:16]1[CH:17]=[CH:18][C:19]([N:22]([CH3:30])[C:23]2[CH:28]=[CH:27][C:26]([OH:29])=[CH:25][CH:24]=2)=[N:20][CH:21]=1)([CH3:15])[CH3:14]. No catalyst specified. The product is [CH:13]([C:16]1[CH:17]=[CH:18][C:19]([N:22]([CH3:30])[C:23]2[CH:24]=[CH:25][C:26]([O:29][C:2]3[N:3]=[C:4]([OH:12])[C:5]4[CH:11]=[CH:10][N:9]=[CH:8][C:6]=4[N:7]=3)=[CH:27][CH:28]=2)=[N:20][CH:21]=1)([CH3:15])[CH3:14]. The yield is 0.280. (3) The yield is 0.160. The product is [CH3:26][N:27]1[CH2:32][CH2:31][CH:30]([CH:33]2[CH2:37][CH2:36][CH2:35][N:34]2[C:2]2[CH:15]=[CH:14][C:13]3[C:12]4[N:8]([CH:9]=[C:10]([C:16]5[N:20]([CH:21]6[CH2:25][CH2:24][O:23][CH2:22]6)[N:19]=[CH:18][N:17]=5)[N:11]=4)[CH2:7][CH2:6][O:5][C:4]=3[CH:3]=2)[CH2:29][CH2:28]1. The catalyst is C1(C)C=CC=CC=1.CC(C)([P](C(C)(C)C)([Pd][P](C(C)(C)C)(C(C)(C)C)C(C)(C)C)C(C)(C)C)C. The reactants are Br[C:2]1[CH:3]=[C:4]2[C:13](=[CH:14][CH:15]=1)[C:12]1[N:8]([CH:9]=[C:10]([C:16]3[N:20]([CH:21]4[CH2:25][CH2:24][O:23][CH2:22]4)[N:19]=[CH:18][N:17]=3)[N:11]=1)[CH2:7][CH2:6][O:5]2.[CH3:26][N:27]1[CH2:32][CH2:31][CH:30]([CH:33]2[CH2:37][CH2:36][CH2:35][NH:34]2)[CH2:29][CH2:28]1.CC([O-])(C)C.[Na+].